This data is from Catalyst prediction with 721,799 reactions and 888 catalyst types from USPTO. The task is: Predict which catalyst facilitates the given reaction. Reactant: [H-].[Na+].[N:3]1[N:4]=[C:5]([C:8]2[CH:13]=[CH:12][CH:11]=[CH:10][C:9]=2[C:14]([N:16]2[CH2:20][CH:19]3[CH2:21][N:22]([C:24]([O:26][C:27]([CH3:30])([CH3:29])[CH3:28])=[O:25])[CH2:23][CH:18]3[CH2:17]2)=[O:15])[NH:6][CH:7]=1.[CH3:31]I. Product: [NH3:3].[CH3:31][N:4]1[C:5]([C:8]2[CH:13]=[CH:12][CH:11]=[CH:10][C:9]=2[C:14]([N:16]2[CH2:17][CH:18]3[CH2:23][N:22]([C:24]([O:26][C:27]([CH3:30])([CH3:29])[CH3:28])=[O:25])[CH2:21][CH:19]3[CH2:20]2)=[O:15])=[N:6][CH:7]=[N:3]1.[CH3:31][N:3]1[CH:7]=[N:6][C:5]([C:8]2[CH:13]=[CH:12][CH:11]=[CH:10][C:9]=2[C:14]([N:16]2[CH2:17][CH:18]3[CH2:23][N:22]([C:24]([O:26][C:27]([CH3:30])([CH3:29])[CH3:28])=[O:25])[CH2:21][CH:19]3[CH2:20]2)=[O:15])=[N:4]1. The catalyst class is: 18.